From a dataset of Forward reaction prediction with 1.9M reactions from USPTO patents (1976-2016). Predict the product of the given reaction. (1) Given the reactants [OH-].[Na+].[Br:3][C:4]1[CH:12]=[C:11](F)[C:7]([C:8]([OH:10])=[O:9])=[C:6]([F:14])[CH:5]=1.[CH3:15][S-:16].[Na+], predict the reaction product. The product is: [F:14][C:6]1[C:7]([C:8]([OH:10])=[O:9])=[C:11]([S:16][CH3:15])[CH:12]=[C:4]([Br:3])[CH:5]=1. (2) Given the reactants [OH:1][CH2:2][C@@H:3]([NH:6][C:7](=[O:13])[O:8][C:9]([CH3:12])([CH3:11])[CH3:10])[CH2:4][CH3:5].C(N(CC)CC)C.[CH3:21][S:22](Cl)(=[O:24])=[O:23].O, predict the reaction product. The product is: [CH3:21][S:22]([O:1][CH2:2][C@@H:3]([NH:6][C:7]([O:8][C:9]([CH3:12])([CH3:11])[CH3:10])=[O:13])[CH2:4][CH3:5])(=[O:24])=[O:23]. (3) The product is: [C:1]([O:5][C:6]([NH:8][C:9]1[CH:10]=[CH:11][C:12]([C:15]2[O:19][N:18]=[C:17]([C:20]3[CH:25]=[CH:24][C:23]([CH2:26][C@@H:27]([NH:32][C:33]([C:35]4[O:36][C:37]([C:40]5[CH:45]=[CH:44][C:43]([CH:46]([CH3:47])[CH3:48])=[CH:42][CH:41]=5)=[CH:38][CH:39]=4)=[O:34])[C:28]([OH:30])=[O:29])=[CH:22][C:21]=3[F:49])[N:16]=2)=[CH:13][CH:14]=1)=[O:7])([CH3:4])([CH3:3])[CH3:2]. Given the reactants [C:1]([O:5][C:6]([NH:8][C:9]1[CH:14]=[CH:13][C:12]([C:15]2[O:19][N:18]=[C:17]([C:20]3[CH:25]=[CH:24][C:23]([CH2:26][C@@H:27]([NH:32][C:33]([C:35]4[O:36][C:37]([C:40]5[CH:45]=[CH:44][C:43]([CH:46]([CH3:48])[CH3:47])=[CH:42][CH:41]=5)=[CH:38][CH:39]=4)=[O:34])[C:28]([O:30]C)=[O:29])=[CH:22][C:21]=3[F:49])[N:16]=2)=[CH:11][CH:10]=1)=[O:7])([CH3:4])([CH3:3])[CH3:2].S(Cl)(Cl)=O.C(C1C=CC(C2C=COC=2C(O)=O)=CC=1)(C)C.C(Cl)(=O)C.C(OC(=O)C(N)CC1C=CC(C2N=C(C3C=CC(NC(OC(C)(C)C)=O)=CC=3)ON=2)=C(F)C=1)C, predict the reaction product. (4) Given the reactants [CH:1]12[CH2:8][CH2:7][CH:4]([CH:5]=[CH:6]1)[CH2:3][CH:2]2[S:9]([CH2:12][C:13]1[C:18]([C:19]([O:21][CH3:22])=[O:20])=[C:17]([O:23][CH3:24])[C:16]([C:25]2[CH:29]=[CH:28][O:27][CH:26]=2)=[CH:15][CH:14]=1)(=[O:11])=[O:10].[H][H], predict the reaction product. The product is: [CH:1]12[CH2:6][CH2:5][CH:4]([CH2:7][CH2:8]1)[CH2:3][CH:2]2[S:9]([CH2:12][C:13]1[C:18]([C:19]([O:21][CH3:22])=[O:20])=[C:17]([O:23][CH3:24])[C:16]([C:25]2[CH:29]=[CH:28][O:27][CH:26]=2)=[CH:15][CH:14]=1)(=[O:11])=[O:10]. (5) The product is: [OH:8][CH2:9][C:10]12[N:11]([C:27]([O:29][CH:30]([CH3:32])[CH3:33])=[O:28])[CH:12]([CH2:13][CH2:14]1)[CH2:15][O:35][CH2:34]2. Given the reactants [Si]([O:8][CH2:9][C:10]1([CH2:34][O:35][Si](C(C)(C)C)(C)C)[CH2:14][CH2:13][CH:12]([CH2:15]OS(C2C=CC(C)=CC=2)(=O)=O)[N:11]1[C:27]([O:29][C:30]([CH3:33])([CH3:32])C)=[O:28])(C(C)(C)C)(C)C.CCCC[N+](CCCC)(CCCC)CCCC.[F-], predict the reaction product. (6) Given the reactants [Cl:1][C:2]1[CH:22]=[C:21]([Cl:23])[CH:20]=[CH:19][C:3]=1[CH2:4][NH:5][C:6]([C:8]1[C:9]([O:16][CH2:17][CH3:18])=[N:10][N:11]([CH2:13][CH2:14][OH:15])[CH:12]=1)=[O:7].O[C:25]1[CH:30]=[CH:29][CH:28]=[CH:27][C:26]=1[CH2:31][C:32]([O:34]C)=[O:33].C(P(CCCC)CCCC)CCC.N(C(N1CCCCC1)=O)=NC(N1CCCCC1)=O, predict the reaction product. The product is: [Cl:1][C:2]1[CH:22]=[C:21]([Cl:23])[CH:20]=[CH:19][C:3]=1[CH2:4][NH:5][C:6]([C:8]1[C:9]([O:16][CH2:17][CH3:18])=[N:10][N:11]([CH2:13][CH2:14][O:15][C:25]2[CH:30]=[CH:29][CH:28]=[CH:27][C:26]=2[CH2:31][C:32]([OH:34])=[O:33])[CH:12]=1)=[O:7].